From a dataset of Reaction yield outcomes from USPTO patents with 853,638 reactions. Predict the reaction yield, written as a fraction of the theoretical maximum amount of product (1.0 means a 100% yield; for example, 0.34 means a 34% yield). The reactants are C(NC(C)C)(C)C.C([Li])CCC.[Li+].CC([N-]C(C)C)C.[CH2:21]([N:23]1[C:31]2[C:26](=[CH:27][CH:28]=[C:29]([O:32][CH3:33])[CH:30]=2)[C:25]([C:34]#[N:35])=[CH:24]1)[CH3:22].[CH2:36]([Sn:40](I)([CH2:45][CH2:46][CH2:47][CH3:48])[CH2:41][CH2:42][CH2:43][CH3:44])[CH2:37][CH2:38][CH3:39]. The catalyst is C1COCC1. The product is [CH2:21]([N:23]1[C:31]2[C:26](=[CH:27][CH:28]=[C:29]([O:32][CH3:33])[CH:30]=2)[C:25]([C:34]#[N:35])=[C:24]1[Sn:40]([CH2:41][CH2:42][CH2:43][CH3:44])([CH2:45][CH2:46][CH2:47][CH3:48])[CH2:36][CH2:37][CH2:38][CH3:39])[CH3:22]. The yield is 0.980.